This data is from Reaction yield outcomes from USPTO patents with 853,638 reactions. The task is: Predict the reaction yield, written as a fraction of the theoretical maximum amount of product (1.0 means a 100% yield; for example, 0.34 means a 34% yield). (1) The reactants are [CH3:1][Si:2]([CH3:29])([CH3:28])[C:3]1[CH:4]=[C:5]([CH:21]=[C:22]([Si:24]([CH3:27])([CH3:26])[CH3:25])[CH:23]=1)[C:6]([NH:8][C:9]1[CH:19]=[CH:18][C:12]([CH:13]=[CH:14][C:15]([OH:17])=[O:16])=[C:11]([F:20])[CH:10]=1)=[O:7].[H][H]. The catalyst is O1CCCC1.CO.[C].[Pd]. The product is [CH3:27][Si:24]([CH3:25])([CH3:26])[C:22]1[CH:21]=[C:5]([CH:4]=[C:3]([Si:2]([CH3:29])([CH3:28])[CH3:1])[CH:23]=1)[C:6]([NH:8][C:9]1[CH:19]=[CH:18][C:12]([CH2:13][CH2:14][C:15]([OH:17])=[O:16])=[C:11]([F:20])[CH:10]=1)=[O:7]. The yield is 0.760. (2) The reactants are [F:1][C:2]1[CH:3]=[C:4]([C:9]2[S:13][N:12]=[C:11]([NH2:14])[N:10]=2)[CH:5]=[CH:6][C:7]=1[F:8].C[O:16][C:17](=O)[C:18]1[CH:23]=[CH:22][C:21]([NH:24][C:25]2[CH:30]=[CH:29][N:28]=[CH:27][N:26]=2)=[CH:20][CH:19]=1. No catalyst specified. The product is [F:1][C:2]1[CH:3]=[C:4]([C:9]2[S:13][N:12]=[C:11]([NH:14][C:17](=[O:16])[C:18]3[CH:19]=[CH:20][C:21]([NH:24][C:25]4[CH:30]=[CH:29][N:28]=[CH:27][N:26]=4)=[CH:22][CH:23]=3)[N:10]=2)[CH:5]=[CH:6][C:7]=1[F:8]. The yield is 0.0300. (3) The reactants are [CH3:1][C@@:2]1([C:16]([O:18][C:19]([CH3:22])([CH3:21])[CH3:20])=[O:17])[CH2:6][C:5](=[O:7])[N:4]([C@@H:8]([C:10]2[CH:15]=[CH:14][CH:13]=[CH:12][CH:11]=2)[CH3:9])[CH2:3]1.P(OCC)(OCC)[O:24]CC.C[Si]([N-][Si](C)(C)C)(C)C.[Li+]. The catalyst is O1CCCC1. The product is [OH:24][CH:6]1[C:5](=[O:7])[N:4]([C@@H:8]([C:10]2[CH:15]=[CH:14][CH:13]=[CH:12][CH:11]=2)[CH3:9])[CH2:3][C@:2]1([CH3:1])[C:16]([O:18][C:19]([CH3:21])([CH3:20])[CH3:22])=[O:17]. The yield is 0.740. (4) The reactants are Cl[C:2]1[CH:3]=[CH:4][C:5]2[O:9][C:8]([C:10]3[CH:15]=[CH:14][C:13]([F:16])=[CH:12][CH:11]=3)=[C:7]([C:17]3[NH:18][CH:19]=[CH:20][N:21]=3)[C:6]=2[C:22]=1[F:23].[CH3:24][O:25][C:26]1[CH:43]=[C:42]([CH3:44])[C:41](B2OC(C)(C)C(C)(C)O2)=[CH:40][C:27]=1[C:28]([NH:30][C:31]1([C:34]2[N:39]=[CH:38][CH:37]=[CH:36][N:35]=2)[CH2:33][CH2:32]1)=[O:29].C(=O)([O-])[O-].[Na+].[Na+].C1(P(C2CCCCC2)C2C=CC=CC=2C2C(C(C)C)=CC(C(C)C)=CC=2C(C)C)CCCCC1. The catalyst is O1CCOCC1.C([O-])(=O)C.[Pd+2].C([O-])(=O)C.O. The yield is 0.0460. The product is [F:23][C:22]1[C:6]2[C:7]([C:17]3[NH:18][CH:19]=[CH:20][N:21]=3)=[C:8]([C:10]3[CH:15]=[CH:14][C:13]([F:16])=[CH:12][CH:11]=3)[O:9][C:5]=2[CH:4]=[CH:3][C:2]=1[C:41]1[C:42]([CH3:44])=[CH:43][C:26]([O:25][CH3:24])=[C:27]([CH:40]=1)[C:28]([NH:30][C:31]1([C:34]2[N:39]=[CH:38][CH:37]=[CH:36][N:35]=2)[CH2:32][CH2:33]1)=[O:29]. (5) The reactants are [ClH:1].C(OCC)(=O)C.[Cl:8][C:9]1[CH:14]=[CH:13][C:12]([CH:15]2[CH2:20][N:19](C(OC(C)(C)C)=O)[CH2:18][C:17]([CH3:29])([CH3:28])[NH:16]2)=[CH:11][CH:10]=1. No catalyst specified. The product is [ClH:8].[ClH:1].[Cl:8][C:9]1[CH:10]=[CH:11][C:12]([CH:15]2[CH2:20][NH:19][CH2:18][C:17]([CH3:29])([CH3:28])[NH:16]2)=[CH:13][CH:14]=1. The yield is 0.950. (6) The reactants are [CH2:1]([O:4][N:5]([C@H:18]1[CH2:23][N:22]([C:24]([O:26][C:27]([CH3:30])([CH3:29])[CH3:28])=[O:25])[C@H:21]([CH2:31][O:32][Si](C(C)(C)C)(C)C)[C:20]([CH3:40])=[C:19]1[CH3:41])[S:6]([C:9]1[CH:14]=[CH:13][CH:12]=[CH:11][C:10]=1[N+:15]([O-:17])=[O:16])(=[O:8])=[O:7])[CH:2]=[CH2:3].C(ON([C@H]1CN(C(OC(C)(C)C)=O)[C@H](CO)C=C1C)S(C1C=CC=CC=1[N+]([O-])=O)(=O)=O)C=C. No catalyst specified. The product is [CH2:1]([O:4][N:5]([C@H:18]1[CH2:23][N:22]([C:24]([O:26][C:27]([CH3:29])([CH3:28])[CH3:30])=[O:25])[C@H:21]([CH2:31][OH:32])[C:20]([CH3:40])=[C:19]1[CH3:41])[S:6]([C:9]1[CH:14]=[CH:13][CH:12]=[CH:11][C:10]=1[N+:15]([O-:17])=[O:16])(=[O:8])=[O:7])[CH:2]=[CH2:3]. The yield is 0.656. (7) The product is [F:27][C:21]1[CH:22]=[C:23]([F:26])[CH:24]=[CH:25][C:20]=1[N:16]1[C:15]([C:9]2[S:8][C:7]3[C:6]4[N:28]=[C:2]([N:34]5[CH2:33][C@H:32]([CH3:36])[NH:31][C@H:30]([CH3:29])[CH2:35]5)[CH:3]=[CH:4][C:5]=4[O:14][CH2:13][CH2:12][C:11]=3[CH:10]=2)=[N:19][CH:18]=[N:17]1. The catalyst is CC([O-])=O.CC([O-])=O.[Pd+2]. The reactants are Cl[C:2]1[CH:3]=[CH:4][C:5]2[O:14][CH2:13][CH2:12][C:11]3[CH:10]=[C:9]([C:15]4[N:16]([C:20]5[CH:25]=[CH:24][C:23]([F:26])=[CH:22][C:21]=5[F:27])[N:17]=[CH:18][N:19]=4)[S:8][C:7]=3[C:6]=2[N:28]=1.[CH3:29][C@H:30]1[CH2:35][NH:34][CH2:33][C@@H:32]([CH3:36])[NH:31]1.CC([O-])(C)C.[Na+].C(N1CCN2CCN(CCCC)P1N(CCCC)CC2)CCC. The yield is 0.620. (8) The reactants are [CH3:1][CH:2]([CH3:17])[CH2:3][CH2:4][C:5]1[C:6](=O)[CH2:7][CH2:8][CH2:9][C:10]=1[O:11]CC(C)C.[CH2:18]([Li])[CH3:19]. The catalyst is CCOCC. The product is [CH2:18]([C:6]1[CH2:7][CH2:8][CH2:9][C:10](=[O:11])[C:5]=1[CH2:4][CH2:3][CH:2]([CH3:1])[CH3:17])[CH3:19]. The yield is 0.801. (9) The reactants are [NH2:1][C@@H:2]([C:4](O)=[O:5])[CH3:3].[H-].[H-].[H-].[H-].[Li+].[Al+3].C1COCC1.[CH3:30][C:29]([O:28][C:26](O[C:26]([O:28][C:29]([CH3:32])([CH3:31])[CH3:30])=[O:27])=[O:27])([CH3:32])[CH3:31]. The catalyst is C(Cl)Cl. The product is [C:26]([C@@H:4]([OH:5])[CH:2]([NH2:1])[CH3:3])([O:28][C:29]([CH3:30])([CH3:31])[CH3:32])=[O:27]. The yield is 0.630. (10) The reactants are C1OCCOCCOCCOCCOCCOC1.[N:19]([O-:21])=[O:20].[K+].II.[F:25][C:26]1[C:35]2[O:34][CH2:33][CH:32]=[CH:31][C:30]=2[C:29]([C:36]([NH2:38])=[O:37])=[CH:28][CH:27]=1. The catalyst is C1COCC1.C(N(CC)CC)C. The product is [F:25][C:26]1[C:35]2[O:34][CH2:33][C:32]([N+:19]([O-:21])=[O:20])=[CH:31][C:30]=2[C:29]([C:36]([NH2:38])=[O:37])=[CH:28][CH:27]=1. The yield is 0.600.